This data is from Reaction yield outcomes from USPTO patents with 853,638 reactions. The task is: Predict the reaction yield, written as a fraction of the theoretical maximum amount of product (1.0 means a 100% yield; for example, 0.34 means a 34% yield). (1) The reactants are Br[C:2]1[S:3][C:4]([CH2:7][C:8]([O:10][CH3:11])=[O:9])=[CH:5][N:6]=1.[C:12]1([CH2:18][CH2:19][C:20]#[C:21]C2SC=C(CC(OCC)=O)N=2)[CH:17]=[CH:16][CH:15]=[CH:14][CH:13]=1. No catalyst specified. The product is [C:12]1([CH2:18][CH2:19][C:20]#[C:21][C:2]2[S:3][C:4]([CH2:7][C:8]([O:10][CH3:11])=[O:9])=[CH:5][N:6]=2)[CH:17]=[CH:16][CH:15]=[CH:14][CH:13]=1. The yield is 0.662. (2) The product is [O:13]=[C:11]1[CH2:10][O:9][C:8]2[C:3]([S:22]([Cl:1])(=[O:24])=[O:23])=[CH:4][CH:5]=[CH:6][C:7]=2[NH:12]1. The yield is 0.160. The reactants are [ClH:1].N[C:3]1[C:8]2[O:9][CH2:10][C:11](=[O:13])[NH:12][C:7]=2[CH:6]=[CH:5][CH:4]=1.C(O)(=O)C.N([O-])=O.[Na+].[S:22](=[O:24])=[O:23]. The catalyst is C(#N)C.O.O.O.[Cu](Cl)Cl. (3) The reactants are C(O)(=O)C.[NH2:5][CH2:6][C@@H:7]([C:9]1[CH:10]=[CH:11][C:12]([OH:20])=[C:13]([NH:15][S:16]([CH3:19])(=[O:18])=[O:17])[CH:14]=1)[OH:8].O=[C:22]1[CH2:27][CH2:26][N:25]([C:28]2[CH:41]=[CH:40][C:31]([CH2:32][N:33]3[C:37](=[O:38])[NH:36][C:35](=[O:39])[O:34]3)=[CH:30][CH:29]=2)[CH2:24][CH2:23]1.C(O[BH-](OC(=O)C)OC(=O)C)(=O)C.[Na+]. The catalyst is CN(C=O)C. The product is [O:38]=[C:37]1[NH:36][C:35](=[O:39])[O:34][N:33]1[CH2:32][C:31]1[CH:30]=[CH:29][C:28]([N:25]2[CH2:26][CH2:27][CH:22]([NH:5][CH2:6][C@@H:7]([C:9]3[CH:10]=[CH:11][C:12]([OH:20])=[C:13]([NH:15][S:16]([CH3:19])(=[O:18])=[O:17])[CH:14]=3)[OH:8])[CH2:23][CH2:24]2)=[CH:41][CH:40]=1. The yield is 0.710. (4) The reactants are [CH3:1][N:2]([N:4]=[N:5][C:6]1[CH:10]=[CH:9][S:8][C:7]=1[C:11]([O:13]C)=[O:12])[CH3:3].[OH-].[Na+].Cl. The catalyst is CO.O. The product is [CH3:3][N:2]([N:4]=[N:5][C:6]1[CH:10]=[CH:9][S:8][C:7]=1[C:11]([OH:13])=[O:12])[CH3:1]. The yield is 0.380. (5) The reactants are [CH2:1]=O.[Cl:3][CH2:4][CH2:5][CH2:6][NH:7][CH3:8].[P:9]([O-])([O:14][CH2:15][CH3:16])([O:11][CH2:12][CH3:13])=[O:10]. The catalyst is O1CCOCC1. The product is [Cl:3][CH2:4][CH2:5][CH2:6][N:7]([CH2:1][P:9]([O:14][CH2:15][CH3:16])([O:11][CH2:12][CH3:13])=[O:10])[CH3:8]. The yield is 0.810. (6) The reactants are I[C:2]1[CH:7]=[CH:6][C:5](I)=[CH:4][CH:3]=1.[CH:9]12[CH2:15][CH:12]([CH:13]=[CH:14]1)[CH2:11][CH:10]2[CH:16]([C:25]1[CH:30]=[CH:29][C:28]([OH:31])=[C:27]([CH3:32])[CH:26]=1)[C:17]1[CH:22]=[CH:21][C:20]([OH:23])=[C:19]([CH3:24])[CH:18]=1.C(N([CH2:38][CH3:39])CC)C.[CH:40]([OH:42])=O.C([O:46][CH2:47][CH3:48])(=O)C. The catalyst is [Pd].CN(C=O)C. The product is [OH:31][C:28]1[CH:29]=[CH:30][C:25]([CH:16]([C:17]2[CH:22]=[CH:21][C:20]([OH:23])=[C:19]([CH3:24])[CH:18]=2)[CH:10]2[CH2:11][CH:12]3[CH2:15][CH:9]2[CH2:14][CH:13]3[C:2]2[CH:7]=[CH:6][C:5]([CH:13]3[CH2:14][CH:9]4[CH2:15][CH:12]3[CH2:11][CH:10]4[CH:16]([C:25]3[CH:26]=[CH:27][C:40]([OH:42])=[C:38]([CH3:39])[CH:30]=3)[C:17]3[CH:22]=[CH:48][C:47]([OH:46])=[C:19]([CH3:20])[CH:18]=3)=[CH:4][CH:3]=2)=[CH:26][C:27]=1[CH3:32]. The yield is 0.600. (7) The reactants are [C:1]([O:5][C:6]([NH:8][CH:9]1[CH2:14][CH2:13][CH:12]([O:15][C:16]2[C:17]3[C:18]4[CH2:19][C@H:20]([CH2:29][C:30]([OH:32])=O)[CH2:21][CH2:22][C:23]=4[S:24][C:25]=3[N:26]=[CH:27][N:28]=2)[CH2:11][CH2:10]1)=[O:7])([CH3:4])([CH3:3])[CH3:2].[NH4+].[Cl-].CC[N:37]=C=NCCCN(C)C.C1C=CC2N(O)N=NC=2C=1. The catalyst is CN(C=O)C.CN(C)C1C=CN=CC=1. The product is [C:30]([CH2:29][C@H:20]1[CH2:19][C:18]2[C:17]3[C:16]([O:15][CH:12]4[CH2:11][CH2:10][CH:9]([NH:8][C:6](=[O:7])[O:5][C:1]([CH3:2])([CH3:4])[CH3:3])[CH2:14][CH2:13]4)=[N:28][CH:27]=[N:26][C:25]=3[S:24][C:23]=2[CH2:22][CH2:21]1)(=[O:32])[NH2:37]. The yield is 0.740.